The task is: Predict the reactants needed to synthesize the given product.. This data is from Full USPTO retrosynthesis dataset with 1.9M reactions from patents (1976-2016). (1) Given the product [Cl:31][C:30]([Cl:33])([Cl:32])[CH2:29][O:28][C:26](=[O:27])[N:20]([CH2:19][C:8]([NH:7][C:6]([O:5][C:1]([CH3:4])([CH3:2])[CH3:3])=[O:24])([C:12]1[CH:17]=[CH:16][CH:15]=[CH:14][C:13]=1[F:18])[CH:9]([F:10])[F:11])[CH2:21][C:22]#[N:23], predict the reactants needed to synthesize it. The reactants are: [C:1]([O:5][C:6](=[O:24])[NH:7][C:8]([CH2:19][NH:20][CH2:21][C:22]#[N:23])([C:12]1[CH:17]=[CH:16][CH:15]=[CH:14][C:13]=1[F:18])[CH:9]([F:11])[F:10])([CH3:4])([CH3:3])[CH3:2].Cl[C:26]([O:28][CH2:29][C:30]([Cl:33])([Cl:32])[Cl:31])=[O:27]. (2) The reactants are: [F:1][C:2]1[CH:11]=[CH:10][C:9]([CH:12]=O)=[C:8]2[C:3]=1[C:4](=[O:15])[CH:5]=[C:6]([CH3:14])[O:7]2.[C:16]([CH:18]=[C:19]([O-])[CH3:20])#[N:17].[Na+].[NH2:23]/[C:24](/[CH3:32])=[CH:25]\[C:26]([O:28][CH:29]([CH3:31])[CH3:30])=[O:27].C(O)(=O)C. Given the product [C:16]([C:18]1[CH:12]([C:9]2[CH:10]=[CH:11][C:2]([F:1])=[C:3]3[C:8]=2[O:7][C:6]([CH3:14])=[CH:5][C:4]3=[O:15])[C:25]([C:26]([O:28][CH:29]([CH3:31])[CH3:30])=[O:27])=[C:24]([CH3:32])[NH:23][C:19]=1[CH3:20])#[N:17], predict the reactants needed to synthesize it. (3) Given the product [Cl:1][C:2]1[CH:3]=[CH:4][CH:5]=[C:6]2[C:11]=1[N:10]=[C:9]([C:12]1[CH:17]=[CH:16][CH:15]=[CH:14][C:13]=1[C:18]([F:19])([F:20])[F:21])[C:8]([CH2:22][OH:23])=[CH:7]2, predict the reactants needed to synthesize it. The reactants are: [Cl:1][C:2]1[CH:3]=[CH:4][CH:5]=[C:6]2[C:11]=1[N:10]=[C:9]([C:12]1[CH:17]=[CH:16][CH:15]=[CH:14][C:13]=1[C:18]([F:21])([F:20])[F:19])[C:8]([CH:22]=[O:23])=[CH:7]2.[BH4-].[Na+]. (4) The reactants are: [N:1]1[CH:6]=[CH:5][N:4]=[C:3]2[S:7][C:8](C(O)=O)=[CH:9][C:2]=12.C([N:15]([CH2:18]C)CC)C.C1C=CC(P(N=[N+]=[N-])(C2C=CC=CC=2)=[O:27])=CC=1.[C:37]([OH:41])([CH3:40])([CH3:39])[CH3:38]. Given the product [N:1]1[CH:6]=[CH:5][N:4]=[C:3]2[S:7][C:8]([NH:15][C:18](=[O:27])[O:41][C:37]([CH3:40])([CH3:39])[CH3:38])=[CH:9][C:2]=12, predict the reactants needed to synthesize it. (5) Given the product [F:15][C:2]1[C:11]2[C:6](=[C:7]([O:13][CH3:14])[CH:8]=[C:9]([F:12])[CH:10]=2)[CH:5]=[CH:4][N:3]=1, predict the reactants needed to synthesize it. The reactants are: Cl[C:2]1[C:11]2[C:6](=[C:7]([O:13][CH3:14])[CH:8]=[C:9]([F:12])[CH:10]=2)[CH:5]=[CH:4][N:3]=1.[F-:15].[Cs+].